This data is from Experimentally validated miRNA-target interactions with 360,000+ pairs, plus equal number of negative samples. The task is: Binary Classification. Given a miRNA mature sequence and a target amino acid sequence, predict their likelihood of interaction. (1) Result: 0 (no interaction). The protein sequence of the target gene is MSLFFLWLVSYYVGTLGTHTEIKRVAEEKVTLPCHHQLGLPEKDTLDIEWLLTDNEGNQKVVITYSSRHVYNNLTEEQKGRVAFASNFLAGDASLQIEPLKPSDEGRYTCKVKNSGRYVWSHVILKVLVRPSKPKCELEGEPTEGSDLTLQCESASGTKPIVYYWQRIREKEGEDEHLPPKSRIDYNNPGRVLLQNLTMASSGLYQCTAGNEAGKESCVVRVTVQYVQSIGMVAGAVTGIVAGALLIFLLIWLLIRRKSKDRYEEEDRPNEIREDAEAPRARLVKPSSSSSGSRSSRSGS.... The miRNA is hsa-miR-4662a-5p with sequence UUAGCCAAUUGUCCAUCUUUAG. (2) The miRNA is mmu-miR-1983 with sequence CUCACCUGGAGCAUGUUUUCU. The protein sequence of the target gene is MAQSNMPHKSDVLSQDELRKKLYQTFKDRGVLDTLQTQLRNQLIHELMHPVLSGEVKPPSISVEGSALLIGASNSLVADHLQRCGYEYSLSVFFPESGLAKEKIFTMQDLLQLIRINPSSSLYKSLISGFDKENKKGFLMSFLKELAEYYQAKESCDAETQTSTTFPSQVSLAEKFQLIDAQFADGFPHRSKLESLETKLNEYKKEVQHQLQVEMCHKLKYFREAEITKVKMEERRKYEKELAEFQNEFERTCQAKNEALISQEKNSLERIKKHREMESKEIYAQRQLLLNDIALLRGRE.... Result: 0 (no interaction). (3) The protein sequence of the target gene is MAPWLQLCSFFFTVNACLNGSQLAVAAGGSGRARGADTCGWRGVGPASRNSGLHNITFRYDNCTTYLNPGGKHAIADAQNITISQYACHDQVAVTILWSPGALGIEFLKGFRVILEELKSEGRQCQQLILKDPKQLNSSFRRTGMESQPFLNMKFETDYFVKIVPFPSIKNESNYHPFFFRTRACDLLLQPDNLACKPFWKPRNLNISQHGSDMHVSFDHAPQNFGFRGFHVLYKLKHEGPFRRRTCRQDQNTETTSCLLQNVSPGDYIIELVDDSNTTRKAAQYVVKSVQSPWAGPIRA.... The miRNA is hsa-miR-1268a with sequence CGGGCGUGGUGGUGGGGG. Result: 0 (no interaction). (4) The miRNA is hsa-miR-548f-3p with sequence AAAAACUGUAAUUACUUUU. The protein sequence of the target gene is MEEFLQRAKSKLDRSKQLEQVHAVIGPKSCDLDSLISAFTYAYFLDKVSPPGVLCLPVLNIPRTEFNYFTETRFILEELNIPESFHIFRDEINLHQLNDEGKLSITLVGSHVLGSEDRTLESAVVRVINPGEQSDGELGFPETSSSLVLKELLREAPELITQQLAHLLRGSILFTWMSMDPELPEKQEEILSILEEQFPNLPPRDDIINVLQESQLSAQGLSLEQTMLKDLKELSDGEIKVAISTVNMTLEDYLLHGNITSDLKAFTDKFGFDVLILISSFTWEEQQRQQIAVYSQNLEL.... Result: 0 (no interaction). (5) The miRNA is hsa-miR-4430 with sequence AGGCUGGAGUGAGCGGAG. The protein sequence of the target gene is MPTNCAAAGCATTYNKHINISFHRFPLDPKRRKEWVRLVRRKNFVPGKHTFLCSKHFEASCFDLTGQTRRLKMDAVPTIFDFCTHIKSMKLKSRNLLKKNNSCSPAGPSNLKSNISSQQVLLEHSYAFRNPMEAKKRIIKLEKEIASLRRKMKTCLQKERRATRRWIKATCLVKNLEANSVLPKGTSEHMLPTALSSLPLEDFKILEQDQQDKTLLSLNLKQTKSTFI. Result: 1 (interaction).